Dataset: Forward reaction prediction with 1.9M reactions from USPTO patents (1976-2016). Task: Predict the product of the given reaction. (1) Given the reactants C([O:5][C:6](=[O:19])[C:7]([S:10][C:11]1[S:12][CH:13]=[C:14]([CH2:16][CH2:17][NH2:18])[N:15]=1)([CH3:9])[CH3:8])(C)(C)C.Cl[C:21]1[CH:26]=[CH:25][C:24]([C:27]#[N:28])=[CH:23][N:22]=1.[C:29]1([C:37]2[CH:42]=[CH:41][CH:40]=[CH:39][CH:38]=2)[CH:34]=[CH:33][C:32]([CH2:35]Cl)=[CH:31][CH:30]=1.FC(F)(F)C(O)=O, predict the reaction product. The product is: [C:29]1([C:37]2[CH:38]=[CH:39][CH:40]=[CH:41][CH:42]=2)[CH:30]=[CH:31][C:32]([CH2:35][N:18]([C:21]2[CH:26]=[CH:25][C:24]([C:27]#[N:28])=[CH:23][N:22]=2)[CH2:17][CH2:16][C:14]2[N:15]=[C:11]([S:10][C:7]([CH3:8])([CH3:9])[C:6]([OH:5])=[O:19])[S:12][CH:13]=2)=[CH:33][CH:34]=1. (2) Given the reactants [CH:1]1([C:4]2[C:13]([CH2:14][C:15]3[CH:20]=[CH:19][C:18]([N:21]4[CH:25]=[CH:24][CH:23]=[N:22]4)=[CH:17][CH:16]=3)=[C:12]([CH3:26])[C:11]3[C:10]([OH:27])=[CH:9][CH:8]=[C:7]([F:28])[C:6]=3[N:5]=2)[CH2:3][CH2:2]1.C(=O)([O-])[O-].[K+].[K+].CN(C)C=O.Br[CH2:41][C:42]([O:44][CH3:45])=[O:43], predict the reaction product. The product is: [CH3:45][O:44][C:42](=[O:43])[CH2:41][O:27][C:10]1[CH:9]=[CH:8][C:7]([F:28])=[C:6]2[C:11]=1[C:12]([CH3:26])=[C:13]([CH2:14][C:15]1[CH:20]=[CH:19][C:18]([N:21]3[CH:25]=[CH:24][CH:23]=[N:22]3)=[CH:17][CH:16]=1)[C:4]([CH:1]1[CH2:2][CH2:3]1)=[N:5]2. (3) Given the reactants [F:1][C:2]1[CH:3]=[C:4]([C:30](=O)[CH3:31])[CH:5]=[CH:6][C:7]=1[N:8]1[CH2:13][CH2:12][N:11]([C:14](=[O:29])[C:15]2[CH:20]=[C:19]([S:21]([CH3:24])(=[O:23])=[O:22])[CH:18]=[CH:17][C:16]=2[O:25][CH:26]([CH3:28])[CH3:27])[CH2:10][CH2:9]1.Cl.[NH2:34][OH:35].C([O-])(=O)C.[Na+], predict the reaction product. The product is: [F:1][C:2]1[CH:3]=[C:4]([C:30](=[N:34][OH:35])[CH3:31])[CH:5]=[CH:6][C:7]=1[N:8]1[CH2:13][CH2:12][N:11]([C:14](=[O:29])[C:15]2[CH:20]=[C:19]([S:21]([CH3:24])(=[O:22])=[O:23])[CH:18]=[CH:17][C:16]=2[O:25][CH:26]([CH3:27])[CH3:28])[CH2:10][CH2:9]1. (4) Given the reactants ClC1C=C(N2CCOCC2)N=C(CN)N=1.[Cl:16][C:17]1[CH:22]=[C:21]([N:23]2[CH2:28][CH2:27][O:26][CH2:25][CH2:24]2)[N:20]=[C:19]([CH2:29][C:30]#[N:31])[N:18]=1, predict the reaction product. The product is: [Cl:16][C:17]1[CH:22]=[C:21]([N:23]2[CH2:28][CH2:27][O:26][CH2:25][CH2:24]2)[N:20]=[C:19]([CH2:29][CH2:30][NH2:31])[N:18]=1. (5) Given the reactants [CH:1]([O:4][C:5]([N:7]1[CH2:12][CH2:11][N:10]([C:13]2[CH:18]=[CH:17][N:16]3[N:19]=[CH:20][C:21](Br)=[C:15]3[N:14]=2)[CH2:9][CH2:8]1)=[O:6])([CH3:3])[CH3:2].[CH3:23][O:24][C:25]1[CH:30]=[CH:29][CH:28]=[CH:27][C:26]=1B(O)O, predict the reaction product. The product is: [CH:1]([O:4][C:5]([N:7]1[CH2:12][CH2:11][N:10]([C:13]2[CH:18]=[CH:17][N:16]3[N:19]=[CH:20][C:21]([C:26]4[CH:27]=[CH:28][CH:29]=[CH:30][C:25]=4[O:24][CH3:23])=[C:15]3[N:14]=2)[CH2:9][CH2:8]1)=[O:6])([CH3:3])[CH3:2]. (6) Given the reactants FC(F)(F)S(O[C:7]1[CH:12]=[C:11]([O:13][CH3:14])[C:10]([C:15]2[N:16]=[N:17][C:18]([N:21]([CH3:32])[CH:22]3[CH2:27][C:26]([CH3:29])([CH3:28])[NH:25][C:24]([CH3:31])([CH3:30])[CH2:23]3)=[CH:19][CH:20]=2)=[C:9]([OH:33])[CH:8]=1)(=O)=O.[CH3:36][N:37]1[CH:41]=[C:40](B2OC(C)(C)C(C)(C)O2)[CH:39]=[N:38]1.C(=O)([O-])[O-].[Na+].[Na+].Cl.CO, predict the reaction product. The product is: [CH3:14][O:13][C:11]1[C:10]([C:15]2[N:16]=[N:17][C:18]([N:21]([CH3:32])[CH:22]3[CH2:27][C:26]([CH3:28])([CH3:29])[NH:25][C:24]([CH3:31])([CH3:30])[CH2:23]3)=[CH:19][CH:20]=2)=[C:9]([OH:33])[CH:8]=[C:7]([C:40]2[CH:39]=[N:38][N:37]([CH3:36])[CH:41]=2)[CH:12]=1. (7) Given the reactants C([O:3][P:4]([CH2:9][CH:10]([NH:12][C:13](=[O:35])[C:14]1[CH:19]=[CH:18][C:17]([N:20]([CH2:22][C:23]2[N:24]=[C:25]3[C:30](=[N:31][CH:32]=2)[N:29]=[C:28]([NH2:33])[N:27]=[C:26]3[NH2:34])[CH3:21])=[CH:16][CH:15]=1)[CH3:11])(=[O:8])[O:5]CC)C.C[Si](Br)(C)C.O.CO, predict the reaction product. The product is: [NH2:33][C:28]1[N:27]=[C:26]([NH2:34])[C:25]2[C:30](=[N:31][CH:32]=[C:23]([CH2:22][N:20]([CH3:21])[C:17]3[CH:16]=[CH:15][C:14]([C:13]([NH:12][CH:10]([CH3:11])[CH2:9][P:4](=[O:3])([OH:8])[OH:5])=[O:35])=[CH:19][CH:18]=3)[N:24]=2)[N:29]=1. (8) Given the reactants Cl[C:2]1[CH:10]=[CH:9][N:8]=[C:7]2[C:3]=1[CH:4]=[CH:5][NH:6]2.[C:11]([O-:14])([O-])=[O:12].[K+].[K+].C([C:24]1[CH:29]=[CH:28][C:27](B(O)O)=[C:26]([NH2:33])[CH:25]=1)(OC(C)(C)C)=O, predict the reaction product. The product is: [C:3]([O:14][C:11](=[O:12])[NH:33][C:26]1[CH:27]=[CH:28][C:29]([C:2]2[CH:10]=[CH:9][N:8]=[C:7]3[NH:6][CH:5]=[CH:4][C:3]=23)=[CH:24][CH:25]=1)([CH3:7])([CH3:4])[CH3:2].